From a dataset of Full USPTO retrosynthesis dataset with 1.9M reactions from patents (1976-2016). Predict the reactants needed to synthesize the given product. (1) Given the product [C:2]1([CH3:1])[CH:3]=[CH:4][CH:5]=[CH:6][C:7]=1[CH2:8][CH2:9][CH:10]=[CH:11][CH2:12][CH2:13][CH2:14][CH2:15][CH2:16][CH2:17][CH2:18][CH3:19], predict the reactants needed to synthesize it. The reactants are: [CH3:1][CH2:2][CH2:3][CH2:4][CH2:5][CH2:6][CH2:7][CH2:8][CH:9]=[CH:10][CH2:11][CH2:12][CH2:13][CH2:14][CH2:15][CH2:16][CH2:17][CH3:18].[C:19]1(C)C=CC=C(C=CCC)C=1. (2) The reactants are: [CH2:1]([O:3][C:4]([C:6]1[CH:11]=[CH:10][C:9]([C@@H:12]([NH:14][S@@:15]([C:17]([CH3:20])([CH3:19])[CH3:18])=[O:16])[CH3:13])=[C:8]([F:21])[CH:7]=1)=[CH2:5])[CH3:2].Cl[CH2:23]I.C([Zn]CC)C.[NH4+].[Cl-]. Given the product [CH2:1]([O:3][C:4]1([C:6]2[CH:11]=[CH:10][C:9]([C@@H:12]([NH:14][S@@:15]([C:17]([CH3:19])([CH3:18])[CH3:20])=[O:16])[CH3:13])=[C:8]([F:21])[CH:7]=2)[CH2:23][CH2:5]1)[CH3:2], predict the reactants needed to synthesize it. (3) Given the product [Br:1][C:2]1[CH:11]=[C:10]2[C:5]([CH2:6][CH2:7][N:8]([C:17](=[O:36])[C:18]([N:20]([C:32]([CH3:34])([CH3:35])[CH3:33])[CH2:21][CH2:22][S:23][CH2:24][C:25]#[C:26][C:27]3[S:28][CH:29]=[CH:30][CH:31]=3)=[O:19])[CH:9]2[C:12]([OH:14])=[O:13])=[CH:4][C:3]=1[O:37][CH3:38], predict the reactants needed to synthesize it. The reactants are: [Br:1][C:2]1[CH:11]=[C:10]2[C:5]([CH2:6][CH2:7][N:8]([C:17](=[O:36])[C:18]([N:20]([C:32]([CH3:35])([CH3:34])[CH3:33])[CH2:21][CH2:22][S:23][CH2:24][C:25]#[C:26][C:27]3[S:28][CH:29]=[CH:30][CH:31]=3)=[O:19])[CH:9]2[C:12]([O:14]CC)=[O:13])=[CH:4][C:3]=1[O:37][CH3:38].[OH-].[K+].Cl.